This data is from NCI-60 drug combinations with 297,098 pairs across 59 cell lines. The task is: Regression. Given two drug SMILES strings and cell line genomic features, predict the synergy score measuring deviation from expected non-interaction effect. (1) Drug 1: COC1=NC(=NC2=C1N=CN2C3C(C(C(O3)CO)O)O)N. Drug 2: COCCOC1=C(C=C2C(=C1)C(=NC=N2)NC3=CC=CC(=C3)C#C)OCCOC.Cl. Cell line: MCF7. Synergy scores: CSS=-4.13, Synergy_ZIP=2.76, Synergy_Bliss=0.250, Synergy_Loewe=-3.98, Synergy_HSA=-4.36. (2) Drug 1: CC1OCC2C(O1)C(C(C(O2)OC3C4COC(=O)C4C(C5=CC6=C(C=C35)OCO6)C7=CC(=C(C(=C7)OC)O)OC)O)O. Drug 2: C1=CC(=CC=C1CC(C(=O)O)N)N(CCCl)CCCl.Cl. Cell line: HCT-15. Synergy scores: CSS=63.1, Synergy_ZIP=-0.360, Synergy_Bliss=5.37, Synergy_Loewe=-0.396, Synergy_HSA=4.63. (3) Drug 1: CC12CCC3C(C1CCC2=O)CC(=C)C4=CC(=O)C=CC34C. Drug 2: CC1CCCC2(C(O2)CC(NC(=O)CC(C(C(=O)C(C1O)C)(C)C)O)C(=CC3=CSC(=N3)C)C)C. Cell line: MALME-3M. Synergy scores: CSS=52.0, Synergy_ZIP=2.15, Synergy_Bliss=8.10, Synergy_Loewe=2.55, Synergy_HSA=5.86. (4) Drug 1: CC1C(C(CC(O1)OC2CC(CC3=C2C(=C4C(=C3O)C(=O)C5=C(C4=O)C(=CC=C5)OC)O)(C(=O)C)O)N)O.Cl. Drug 2: C1C(C(OC1N2C=NC(=NC2=O)N)CO)O. Cell line: SN12C. Synergy scores: CSS=15.4, Synergy_ZIP=-5.47, Synergy_Bliss=2.21, Synergy_Loewe=-3.11, Synergy_HSA=1.90. (5) Drug 1: CNC(=O)C1=NC=CC(=C1)OC2=CC=C(C=C2)NC(=O)NC3=CC(=C(C=C3)Cl)C(F)(F)F. Drug 2: CS(=O)(=O)OCCCCOS(=O)(=O)C. Cell line: ACHN. Synergy scores: CSS=2.96, Synergy_ZIP=-2.90, Synergy_Bliss=-0.373, Synergy_Loewe=-5.17, Synergy_HSA=-0.617. (6) Drug 1: CC(C1=C(C=CC(=C1Cl)F)Cl)OC2=C(N=CC(=C2)C3=CN(N=C3)C4CCNCC4)N. Drug 2: C1CCC(C1)C(CC#N)N2C=C(C=N2)C3=C4C=CNC4=NC=N3. Cell line: K-562. Synergy scores: CSS=40.3, Synergy_ZIP=-1.79, Synergy_Bliss=-1.68, Synergy_Loewe=-23.7, Synergy_HSA=-3.77.